Predict which catalyst facilitates the given reaction. From a dataset of Catalyst prediction with 721,799 reactions and 888 catalyst types from USPTO. (1) Reactant: CI.[C:3]([O:7][C:8]([N:10]1[CH2:16][CH2:15][CH2:14][N:13]([C:17]2[CH:22]=[CH:21][C:20]([NH:23][S:24]([C:27]3[CH:32]=[CH:31][CH:30]=[CH:29][CH:28]=3)(=[O:26])=[O:25])=[C:19]([NH:33][S:34]([CH3:37])(=[O:36])=[O:35])[CH:18]=2)[CH2:12][CH2:11]1)=[O:9])([CH3:6])([CH3:5])[CH3:4].[C:38]([O-])([O-])=O.[K+].[K+]. Product: [C:3]([O:7][C:8]([N:10]1[CH2:16][CH2:15][CH2:14][N:13]([C:17]2[CH:22]=[CH:21][C:20]([N:23]([CH3:38])[S:24]([C:27]3[CH:28]=[CH:29][CH:30]=[CH:31][CH:32]=3)(=[O:25])=[O:26])=[C:19]([NH:33][S:34]([CH3:37])(=[O:35])=[O:36])[CH:18]=2)[CH2:12][CH2:11]1)=[O:9])([CH3:6])([CH3:5])[CH3:4]. The catalyst class is: 21. (2) Reactant: [OH:1][C:2]1[CH:11]=[CH:10][C:9]([N+:12]([O-:14])=[O:13])=[CH:8][C:3]=1[C:4]([O:6][CH3:7])=[O:5].[Cl:15][C:16]1[CH:21]=[C:20]([Cl:22])[CH:19]=[CH:18][C:17]=1[CH:23]([C:25]1[CH:30]=[CH:29][CH:28]=[CH:27][CH:26]=1)O.C1(C)C=CC=CC=1.C1(P(C2C=CC=CC=2)C2C=CC=CC=2)C=CC=CC=1. Product: [Cl:15][C:16]1[CH:21]=[C:20]([Cl:22])[CH:19]=[CH:18][C:17]=1[CH:23]([C:25]1[CH:26]=[CH:27][CH:28]=[CH:29][CH:30]=1)[O:1][C:2]1[CH:11]=[CH:10][C:9]([N+:12]([O-:14])=[O:13])=[CH:8][C:3]=1[C:4]([O:6][CH3:7])=[O:5]. The catalyst class is: 3. (3) Reactant: CN1CCOCC1.[O:8]1[C:12]2[CH:13]=[CH:14][CH:15]=[CH:16][C:11]=2[N:10]=[C:9]1[N:17]1[CH2:22][CH2:21][CH2:20][CH2:19][C@H:18]1[C:23]([OH:25])=O.O.OC1C2N=NNC=2C=CC=1.Cl.[CH2:38]([O:45][C:46]([NH:48][CH2:49][CH2:50][NH2:51])=[O:47])[C:39]1[CH:44]=[CH:43][CH:42]=[CH:41][CH:40]=1.Cl.CN(C)CCCN=C=NCC. Product: [O:8]1[C:12]2[CH:13]=[CH:14][CH:15]=[CH:16][C:11]=2[N:10]=[C:9]1[N:17]1[CH2:22][CH2:21][CH2:20][CH2:19][C@H:18]1[C:23]([NH:51][CH2:50][CH2:49][NH:48][C:46](=[O:47])[O:45][CH2:38][C:39]1[CH:40]=[CH:41][CH:42]=[CH:43][CH:44]=1)=[O:25]. The catalyst class is: 46. (4) Reactant: [CH3:1][N:2]1[C:7]2[C:8](C)=[CH:9][NH:10][C:6]=2[C:5](=[O:12])[N:4]([CH3:13])[C:3]1=[O:14].Br[CH2:16][C:17]([NH:19][C:20]1[S:21][CH:22]=[C:23]([C:25]2[CH:30]=[C:29]([Cl:31])[C:28]([O:32][CH2:33][CH:34]3[CH2:37][CH2:36][CH2:35]3)=[C:27]([Cl:38])[CH:26]=2)[N:24]=1)=[O:18].[H-].[Na+]. Product: [CH3:1][N:2]1[C:7]2[CH:8]=[CH:9][N:10]([CH2:16][C:17]([NH:19][C:20]3[S:21][CH:22]=[C:23]([C:25]4[CH:26]=[C:27]([Cl:38])[C:28]([O:32][CH2:33][CH:34]5[CH2:37][CH2:36][CH2:35]5)=[C:29]([Cl:31])[CH:30]=4)[N:24]=3)=[O:18])[C:6]=2[C:5](=[O:12])[N:4]([CH3:13])[C:3]1=[O:14]. The catalyst class is: 3. (5) Reactant: [F:1][C:2]([F:11])([F:10])[C:3]1[CH:4]=[C:5]([CH:7]=[CH:8][CH:9]=1)[NH2:6].[Br:12][CH2:13][C:14](Br)=[O:15].C(=O)([O-])O.[Na+].O. Product: [Br:12][CH2:13][C:14]([NH:6][C:5]1[CH:7]=[CH:8][CH:9]=[C:3]([C:2]([F:10])([F:11])[F:1])[CH:4]=1)=[O:15]. The catalyst class is: 4.